This data is from Peptide-MHC class I binding affinity with 185,985 pairs from IEDB/IMGT. The task is: Regression. Given a peptide amino acid sequence and an MHC pseudo amino acid sequence, predict their binding affinity value. This is MHC class I binding data. (1) The peptide sequence is DPSMLRTTA. The MHC is HLA-A31:01 with pseudo-sequence HLA-A31:01. The binding affinity (normalized) is 0.0847. (2) The peptide sequence is NAPIKEFKAK. The MHC is HLA-A68:01 with pseudo-sequence HLA-A68:01. The binding affinity (normalized) is 0.517. (3) The peptide sequence is APFARLLNL. The MHC is HLA-A69:01 with pseudo-sequence HLA-A69:01. The binding affinity (normalized) is 0.0847. (4) The peptide sequence is SSHPLREPV. The MHC is HLA-B07:02 with pseudo-sequence HLA-B07:02. The binding affinity (normalized) is 0. (5) The MHC is HLA-B46:01 with pseudo-sequence HLA-B46:01. The peptide sequence is KMARLGKGY. The binding affinity (normalized) is 0.0847. (6) The peptide sequence is KYFVRSTEK. The MHC is HLA-B08:02 with pseudo-sequence HLA-B08:02. The binding affinity (normalized) is 0.0847.